The task is: Regression/Classification. Given a drug SMILES string, predict its absorption, distribution, metabolism, or excretion properties. Task type varies by dataset: regression for continuous measurements (e.g., permeability, clearance, half-life) or binary classification for categorical outcomes (e.g., BBB penetration, CYP inhibition). Dataset: cyp2d6_veith.. This data is from CYP2D6 inhibition data for predicting drug metabolism from PubChem BioAssay. (1) The compound is CC1(C)CC(=O)c2cnc(N)nc2C1. The result is 0 (non-inhibitor). (2) The drug is Cc1cc(Oc2ccccc2)nc(-c2ccccc2)n1. The result is 0 (non-inhibitor). (3) The molecule is Cc1ccc(OCCOCCn2ccnc2)c(Br)c1. The result is 1 (inhibitor). (4) The molecule is Nc1cc(=O)[nH]c(SCC(=O)Nc2ccc(S(=O)(=O)N3CCOCC3)cc2)n1. The result is 0 (non-inhibitor). (5) The molecule is Cc1cccc(C(=O)c2ccccc2C(=O)O)c1O. The result is 0 (non-inhibitor). (6) The compound is COc1ccc(C[C@H](N)C(=O)N[C@H]2[C@@H](CO)O[C@@H](n3cnc4c(N(C)C)ncnc43)[C@H]2O)cc1. The result is 0 (non-inhibitor). (7) The molecule is COC(=O)[C@@H]1CC[C@H](C)[C@@H](c2ccc(C)cc2)N1C(=O)c1ccc(/C=N\O[C@@H](C)c2cc(-c3c(C)cc(C)cc3C)no2)cc1. The result is 0 (non-inhibitor).